From a dataset of Forward reaction prediction with 1.9M reactions from USPTO patents (1976-2016). Predict the product of the given reaction. Given the reactants [CH2:1]([N:3]([CH2:20][CH3:21])[CH2:4][CH2:5][O:6][C:7]1[CH:12]=[CH:11][C:10]([NH:13]C(=O)C)=[CH:9][C:8]=1[N+:17]([O-:19])=[O:18])[CH3:2].N, predict the reaction product. The product is: [CH2:20]([N:3]([CH2:1][CH3:2])[CH2:4][CH2:5][O:6][C:7]1[CH:12]=[CH:11][C:10]([NH2:13])=[CH:9][C:8]=1[N+:17]([O-:19])=[O:18])[CH3:21].